This data is from Full USPTO retrosynthesis dataset with 1.9M reactions from patents (1976-2016). The task is: Predict the reactants needed to synthesize the given product. Given the product [Cl:16][C:17]1[N:22]=[N:21][C:20]([N:23]([CH3:40])[C:24](=[O:39])[C:25]2[CH:30]=[C:29]([C:31]([F:34])([F:32])[F:33])[CH:28]=[C:27]([S:35]([CH3:38])(=[O:36])=[O:37])[CH:26]=2)=[C:19]([C:41]2[CH:46]=[CH:45][CH:44]=[CH:43][CH:42]=2)[CH:18]=1, predict the reactants needed to synthesize it. The reactants are: ClC1N=NC(NC)=C(C2C=CC=CC=2)C=1.[Cl:16][C:17]1[N:22]=[N:21][C:20]([N:23]([CH3:40])[C:24](=[O:39])[C:25]2[CH:30]=[C:29]([C:31]([F:34])([F:33])[F:32])[CH:28]=[C:27]([S:35]([CH3:38])(=[O:37])=[O:36])[CH:26]=2)=[C:19]([C:41]2[CH:46]=[CH:45][C:44](F)=[CH:43][C:42]=2OC)[CH:18]=1.